This data is from Full USPTO retrosynthesis dataset with 1.9M reactions from patents (1976-2016). The task is: Predict the reactants needed to synthesize the given product. Given the product [Cl:1][C:2]1[C:3]([C:9](=[N:24][OH:25])[CH2:10][NH:11][C:12](=[O:23])[C:13]2[CH:18]=[CH:17][CH:16]=[CH:15][C:14]=2[C:19]([F:21])([F:20])[F:22])=[N:4][CH:5]=[C:6]([Cl:8])[CH:7]=1, predict the reactants needed to synthesize it. The reactants are: [Cl:1][C:2]1[C:3]([CH:9]([N+:24]([O-])=[O:25])[CH2:10][NH:11][C:12](=[O:23])[C:13]2[CH:18]=[CH:17][CH:16]=[CH:15][C:14]=2[C:19]([F:22])([F:21])[F:20])=[N:4][CH:5]=[C:6]([Cl:8])[CH:7]=1.CN(C)C=O.O.N([O-])=O.[Na+].